This data is from Peptide-MHC class II binding affinity with 134,281 pairs from IEDB. The task is: Regression. Given a peptide amino acid sequence and an MHC pseudo amino acid sequence, predict their binding affinity value. This is MHC class II binding data. (1) The peptide sequence is SDFYGLISERFINYC. The MHC is H-2-IAb with pseudo-sequence H-2-IAb. The binding affinity (normalized) is 0.0537. (2) The peptide sequence is DLPVWLSWQVAKAGL. The MHC is DRB1_1101 with pseudo-sequence DRB1_1101. The binding affinity (normalized) is 0.763. (3) The peptide sequence is TGKKITAHLKRLWKM. The MHC is DRB1_1301 with pseudo-sequence DRB1_1301. The binding affinity (normalized) is 0.872.